The task is: Predict the reactants needed to synthesize the given product.. This data is from Full USPTO retrosynthesis dataset with 1.9M reactions from patents (1976-2016). Given the product [OH:36][C:24]1[CH:23]=[C:22]([CH2:21][C@H:9]([NH:8][C:6]([O:5][C:1]([CH3:2])([CH3:3])[CH3:4])=[O:7])[C:10]([O:12][C@H:13]([CH3:20])[C@H:14]([O:16][C:17](=[O:19])[CH3:18])[CH3:15])=[O:11])[CH:27]=[CH:26][C:25]=1[OH:28], predict the reactants needed to synthesize it. The reactants are: [C:1]([O:5][C:6]([NH:8][C@@H:9]([CH2:21][C:22]1[CH:27]=[CH:26][C:25]([O:28]CC2C=CC=CC=2)=[C:24]([O:36]CC2C=CC=CC=2)[CH:23]=1)[C:10]([O:12][C@H:13]([CH3:20])[C@H:14]([O:16][C:17](=[O:19])[CH3:18])[CH3:15])=[O:11])=[O:7])([CH3:4])([CH3:3])[CH3:2].[H][H].